From a dataset of NCI-60 drug combinations with 297,098 pairs across 59 cell lines. Regression. Given two drug SMILES strings and cell line genomic features, predict the synergy score measuring deviation from expected non-interaction effect. (1) Drug 1: C1=NC(=NC(=O)N1C2C(C(C(O2)CO)O)O)N. Drug 2: CCN(CC)CCCC(C)NC1=C2C=C(C=CC2=NC3=C1C=CC(=C3)Cl)OC. Cell line: BT-549. Synergy scores: CSS=30.6, Synergy_ZIP=-5.94, Synergy_Bliss=0.672, Synergy_Loewe=-3.82, Synergy_HSA=3.06. (2) Drug 1: CCC1(CC2CC(C3=C(CCN(C2)C1)C4=CC=CC=C4N3)(C5=C(C=C6C(=C5)C78CCN9C7C(C=CC9)(C(C(C8N6C=O)(C(=O)OC)O)OC(=O)C)CC)OC)C(=O)OC)O.OS(=O)(=O)O. Drug 2: C(CN)CNCCSP(=O)(O)O. Cell line: HCT116. Synergy scores: CSS=34.3, Synergy_ZIP=11.7, Synergy_Bliss=13.0, Synergy_Loewe=-57.3, Synergy_HSA=11.1. (3) Drug 1: CNC(=O)C1=NC=CC(=C1)OC2=CC=C(C=C2)NC(=O)NC3=CC(=C(C=C3)Cl)C(F)(F)F. Drug 2: B(C(CC(C)C)NC(=O)C(CC1=CC=CC=C1)NC(=O)C2=NC=CN=C2)(O)O. Cell line: NCI-H322M. Synergy scores: CSS=3.06, Synergy_ZIP=-6.65, Synergy_Bliss=-11.2, Synergy_Loewe=-34.8, Synergy_HSA=-10.8. (4) Drug 1: C1=CC(=CC=C1CCC2=CNC3=C2C(=O)NC(=N3)N)C(=O)NC(CCC(=O)O)C(=O)O. Drug 2: COCCOC1=C(C=C2C(=C1)C(=NC=N2)NC3=CC=CC(=C3)C#C)OCCOC.Cl. Cell line: SK-MEL-5. Synergy scores: CSS=15.9, Synergy_ZIP=-2.96, Synergy_Bliss=0.0829, Synergy_Loewe=2.00, Synergy_HSA=1.98. (5) Synergy scores: CSS=6.47, Synergy_ZIP=0.284, Synergy_Bliss=2.34, Synergy_Loewe=-7.37, Synergy_HSA=-0.936. Cell line: ACHN. Drug 2: CC1=C(C=C(C=C1)NC(=O)C2=CC=C(C=C2)CN3CCN(CC3)C)NC4=NC=CC(=N4)C5=CN=CC=C5. Drug 1: CC(C1=C(C=CC(=C1Cl)F)Cl)OC2=C(N=CC(=C2)C3=CN(N=C3)C4CCNCC4)N. (6) Drug 1: CC(CN1CC(=O)NC(=O)C1)N2CC(=O)NC(=O)C2. Drug 2: C1CN(P(=O)(OC1)NCCCl)CCCl. Cell line: T-47D. Synergy scores: CSS=6.29, Synergy_ZIP=-1.34, Synergy_Bliss=1.02, Synergy_Loewe=-1.77, Synergy_HSA=0.944. (7) Drug 1: CN1C2=C(C=C(C=C2)N(CCCl)CCCl)N=C1CCCC(=O)O.Cl. Drug 2: C1=NC2=C(N1)C(=S)N=CN2. Cell line: NCI/ADR-RES. Synergy scores: CSS=27.6, Synergy_ZIP=0.166, Synergy_Bliss=-3.85, Synergy_Loewe=-36.0, Synergy_HSA=-9.51. (8) Drug 1: C1CC(=O)NC(=O)C1N2CC3=C(C2=O)C=CC=C3N. Drug 2: CC12CCC3C(C1CCC2=O)CC(=C)C4=CC(=O)C=CC34C. Cell line: M14. Synergy scores: CSS=16.6, Synergy_ZIP=1.12, Synergy_Bliss=-0.585, Synergy_Loewe=-13.0, Synergy_HSA=0.169. (9) Drug 1: CNC(=O)C1=CC=CC=C1SC2=CC3=C(C=C2)C(=NN3)C=CC4=CC=CC=N4. Drug 2: CN(C(=O)NC(C=O)C(C(C(CO)O)O)O)N=O. Cell line: SK-MEL-5. Synergy scores: CSS=-5.80, Synergy_ZIP=-0.0342, Synergy_Bliss=-9.31, Synergy_Loewe=-15.5, Synergy_HSA=-15.5. (10) Drug 1: C1CCN(CC1)CCOC2=CC=C(C=C2)C(=O)C3=C(SC4=C3C=CC(=C4)O)C5=CC=C(C=C5)O. Drug 2: C1=CC(=CC=C1C#N)C(C2=CC=C(C=C2)C#N)N3C=NC=N3. Cell line: IGROV1. Synergy scores: CSS=0.756, Synergy_ZIP=-0.994, Synergy_Bliss=-2.69, Synergy_Loewe=-4.82, Synergy_HSA=-4.57.